From a dataset of Catalyst prediction with 721,799 reactions and 888 catalyst types from USPTO. Predict which catalyst facilitates the given reaction. (1) Reactant: C(OC(=O)[N:10]([CH2:32][C:33]([CH3:39])([CH3:38])[CH2:34][CH2:35][C:36]#[N:37])[CH2:11][C@@H:12]([OH:31])[C@@H:13]([NH:21][C:22]([O:24][CH:25]1[CH2:30][O:29][CH2:28][O:27][CH2:26]1)=[O:23])[CH2:14][C:15]1[CH:20]=[CH:19][CH:18]=[CH:17][CH:16]=1)C1C=CC=CC=1.[H][H]. Product: [O:27]1[CH2:26][CH:25]([O:24][C:22](=[O:23])[NH:21][C@@H:13]([CH2:14][C:15]2[CH:16]=[CH:17][CH:18]=[CH:19][CH:20]=2)[C@H:12]([OH:31])[CH2:11][NH:10][CH2:32][C:33]([CH3:39])([CH3:38])[CH2:34][CH2:35][C:36]#[N:37])[CH2:30][O:29][CH2:28]1. The catalyst class is: 99. (2) Reactant: I[C:2]1[CH:7]=[CH:6][CH:5]=[CH:4][C:3]=1[OH:8].[CH2:9](I)[CH3:10].C(=O)([O-])[O-].[K+].[K+].C([Li])CCC.CON(C)[C:26]([C:28]1[C:29]([NH2:37])=[N:30][C:31]([S:34][CH2:35][CH3:36])=[N:32][CH:33]=1)=[O:27]. Product: [NH2:37][C:29]1[C:28]([C:26]([C:2]2[CH:7]=[CH:6][CH:5]=[CH:4][C:3]=2[O:8][CH2:9][CH3:10])=[O:27])=[CH:33][N:32]=[C:31]([S:34][CH2:35][CH3:36])[N:30]=1. The catalyst class is: 21.